Dataset: Forward reaction prediction with 1.9M reactions from USPTO patents (1976-2016). Task: Predict the product of the given reaction. (1) Given the reactants [N+:1]([C:4]1[CH:12]=[CH:11][C:7]([C:8](Cl)=[O:9])=[CH:6][CH:5]=1)([O-:3])=[O:2].CCN(C(C)C)C(C)C.[CH2:22]([NH2:34])[CH2:23][CH2:24][CH2:25][CH2:26][CH2:27][CH2:28][CH2:29][CH2:30][CH2:31][CH2:32][CH3:33], predict the reaction product. The product is: [CH2:22]([NH:34][C:8](=[O:9])[C:7]1[CH:11]=[CH:12][C:4]([N+:1]([O-:3])=[O:2])=[CH:5][CH:6]=1)[CH2:23][CH2:24][CH2:25][CH2:26][CH2:27][CH2:28][CH2:29][CH2:30][CH2:31][CH2:32][CH3:33]. (2) Given the reactants [Cl:1][C:2]1[CH:3]=[C:4]([C:9]([CH3:15])([CH3:14])[C:10]([O:12]C)=[O:11])[CH:5]=[CH:6][C:7]=1[Cl:8].C1COCC1.O.O.[OH-].[Li+].Cl, predict the reaction product. The product is: [Cl:1][C:2]1[CH:3]=[C:4]([C:9]([CH3:15])([CH3:14])[C:10]([OH:12])=[O:11])[CH:5]=[CH:6][C:7]=1[Cl:8].